Dataset: Full USPTO retrosynthesis dataset with 1.9M reactions from patents (1976-2016). Task: Predict the reactants needed to synthesize the given product. (1) Given the product [CH3:21][O:22][C:3]([C@@H:2]([N:6]1[CH2:28][C:13]2[CH:12]=[CH:11][S:10][C:9]=2[CH2:8][CH2:7]1)[C:14]1[C:15]([Cl:20])=[CH:16][CH:17]=[CH:18][CH:19]=1)=[O:5], predict the reactants needed to synthesize it. The reactants are: C[C@@:2]([C:14]1[CH:19]=[CH:18][CH:17]=[CH:16][C:15]=1[Cl:20])([NH:6][CH2:7][CH2:8][C:9]1[S:10][CH:11]=[CH:12][CH:13]=1)[C:3]([O-:5])=O.[CH2:21]=[O:22].S(=O)(=O)(O)[O-].[C:28](OCC)(=O)C. (2) Given the product [CH:1]1([S:4]([C:7]2[CH:12]=[CH:11][C:10]([CH:13]([C:21]3[NH:25][C:24]([C:26]4[N:31]=[CH:30][C:29]([O:32][CH2:33][CH:34]([OH:36])[CH3:35])=[CH:28][CH:27]=4)=[CH:23][CH:22]=3)[CH2:14][CH:15]3[CH2:16][CH2:17][O:18][CH2:19][CH2:20]3)=[CH:9][CH:8]=2)(=[O:6])=[O:5])[CH2:3][CH2:2]1, predict the reactants needed to synthesize it. The reactants are: [CH:1]1([S:4]([C:7]2[CH:12]=[CH:11][C:10]([CH:13]([C:21]3[NH:25][C:24]([C:26]4[N:31]=[CH:30][C:29]([O:32][CH2:33][C:34](=[O:36])[CH3:35])=[CH:28][CH:27]=4)=[CH:23][CH:22]=3)[CH2:14][CH:15]3[CH2:20][CH2:19][O:18][CH2:17][CH2:16]3)=[CH:9][CH:8]=2)(=[O:6])=[O:5])[CH2:3][CH2:2]1.O1CCCC1.[BH4-].[Na+].[Cl-].[NH4+].